This data is from Catalyst prediction with 721,799 reactions and 888 catalyst types from USPTO. The task is: Predict which catalyst facilitates the given reaction. (1) Product: [F:18][C:12]1[CH:11]=[C:10]([C:9]2[NH:8][C:6]([CH3:7])=[N:5][N:2]=2)[CH:15]=[C:14]([I:16])[C:13]=1[CH3:17]. Reactant: O.[NH2:2]N.C[N:5](C)/[C:6](=[N:8]/[C:9](=O)[C:10]1[CH:15]=[C:14]([I:16])[C:13]([CH3:17])=[C:12]([F:18])[CH:11]=1)/[CH3:7]. The catalyst class is: 15. (2) Product: [CH:1]([CH:3]1[C:7]2([CH2:8][CH2:9][N:10]([C:13]([O:15][C:16]([CH3:19])([CH3:18])[CH3:17])=[O:14])[CH2:11][CH2:12]2)[CH2:6][CH2:5][CH:4]1[OH:20])=[CH2:2]. Reactant: [CH:1]([CH:3]1[C:7]2([CH2:12][CH2:11][N:10]([C:13]([O:15][C:16]([CH3:19])([CH3:18])[CH3:17])=[O:14])[CH2:9][CH2:8]2)[CH2:6][CH2:5][C:4]1=[O:20])=[CH2:2].[BH4-].[Na+]. The catalyst class is: 5. (3) Reactant: [Si:1](Cl)([C:4]([CH3:7])([CH3:6])[CH3:5])([CH3:3])[CH3:2].[NH2:9][C:10]1[N:14]([C:15]2[C:20]([Cl:21])=[CH:19][C:18]([C:22]([F:25])([F:24])[F:23])=[CH:17][C:16]=2[Cl:26])[N:13]=[C:12]([CH:27]=[N:28][OH:29])[C:11]=1[S:30]([CH3:32])=[O:31].N1C=CN=C1.O. Product: [Si:1]([O:29][N:28]=[CH:27][C:12]1[C:11]([S:30]([CH3:32])=[O:31])=[C:10]([NH2:9])[N:14]([C:15]2[C:20]([Cl:21])=[CH:19][C:18]([C:22]([F:25])([F:23])[F:24])=[CH:17][C:16]=2[Cl:26])[N:13]=1)([C:4]([CH3:7])([CH3:6])[CH3:5])([CH3:3])[CH3:2]. The catalyst class is: 9. (4) Reactant: C(O)(C(F)(F)F)=O.[Cl:8][C:9]1[CH:14]=[CH:13][CH:12]=[CH:11][C:10]=1[CH:15]([N:25]([C:50]1[CH:55]=[C:54]([F:56])[CH:53]=[C:52]([F:57])[CH:51]=1)[C:26]([C@H:28]1[N:33]([C:34]2[CH:39]=[C:38]([C:40]#[N:41])[CH:37]=[CH:36][N:35]=2)[C:32](=[O:42])[CH2:31][N:30]([C:43](OC(C)(C)C)=O)[CH2:29]1)=[O:27])[C:16]([NH:18][CH:19]1[CH2:22][C:21]([F:24])([F:23])[CH2:20]1)=[O:17].C([O-])([O-])=O.[K+].[K+].IC. Product: [Cl:8][C:9]1[CH:14]=[CH:13][CH:12]=[CH:11][C:10]=1[C@H:15]([N:25]([C:50]1[CH:55]=[C:54]([F:56])[CH:53]=[C:52]([F:57])[CH:51]=1)[C:26]([C@@H:28]1[CH2:29][N:30]([CH3:43])[CH2:31][C:32](=[O:42])[N:33]1[C:34]1[CH:39]=[C:38]([C:40]#[N:41])[CH:37]=[CH:36][N:35]=1)=[O:27])[C:16]([NH:18][CH:19]1[CH2:22][C:21]([F:24])([F:23])[CH2:20]1)=[O:17]. The catalyst class is: 2. (5) Reactant: [F:1][C:2]([F:18])([F:17])[C:3]1[CH:8]=[CH:7][C:6]([C:9]2[CH:16]=[CH:15][C:12]([CH:13]=O)=[CH:11][CH:10]=2)=[CH:5][CH:4]=1.[CH2:19]([N:21]([CH2:25][CH3:26])[CH2:22][CH2:23][NH2:24])[CH3:20].[BH4-].[Na+].[H][H]. Product: [CH2:19]([N:21]([CH2:25][CH3:26])[CH2:22][CH2:23][NH:24][CH2:13][C:12]1[CH:15]=[CH:16][C:9]([C:6]2[CH:7]=[CH:8][C:3]([C:2]([F:18])([F:17])[F:1])=[CH:4][CH:5]=2)=[CH:10][CH:11]=1)[CH3:20]. The catalyst class is: 429.